Dataset: Full USPTO retrosynthesis dataset with 1.9M reactions from patents (1976-2016). Task: Predict the reactants needed to synthesize the given product. (1) Given the product [F:20][C:19]([F:22])([F:21])[C:17]([OH:23])=[O:18].[NH2:7][C@@H:8]1[CH2:12][CH2:11][C@@H:10]([C:13]([NH2:14])=[O:15])[CH2:9]1, predict the reactants needed to synthesize it. The reactants are: C(OC(=O)[NH:7][C@@H:8]1[CH2:12][CH2:11][C@@H:10]([C:13](=[O:15])[NH2:14])[CH2:9]1)(C)(C)C.[C:17]([OH:23])([C:19]([F:22])([F:21])[F:20])=[O:18]. (2) Given the product [F:34][C@@H:10]1[C@H:11]2[N:12]=[C:13]([NH:25][CH3:26])[S:14][C@H:15]2[O:16][C@H:17]([C@@:18]([OH:24])([CH3:23])[C:19]([F:22])([F:21])[F:20])[C@H:9]1[OH:8], predict the reactants needed to synthesize it. The reactants are: C([O:8][C@@H:9]1[C@@H:17]([C@@:18]([OH:24])([CH3:23])[C:19]([F:22])([F:21])[F:20])[O:16][C@H:15]2[C@H:11]([N:12]=[C:13]([N:25](C)[C:26](=O)OC(C)(C)C)[S:14]2)[C@H:10]1[F:34])C1C=CC=CC=1.B(Cl)(Cl)Cl. (3) Given the product [ClH:27].[ClH:27].[F:23][C:15]1[CH:16]=[C:17]([N+:20]([O-:22])=[O:21])[CH:18]=[CH:19][C:14]=1[N:11]1[CH2:12][CH2:13][NH:8][CH2:9][CH2:10]1, predict the reactants needed to synthesize it. The reactants are: C(OC([N:8]1[CH2:13][CH2:12][N:11]([C:14]2[CH:19]=[CH:18][C:17]([N+:20]([O-:22])=[O:21])=[CH:16][C:15]=2[F:23])[CH2:10][CH2:9]1)=O)(C)(C)C.CCO.[ClH:27].